From a dataset of Catalyst prediction with 721,799 reactions and 888 catalyst types from USPTO. Predict which catalyst facilitates the given reaction. (1) Reactant: [N+:1]([C:4]1[CH:5]=[C:6]([CH:10]=[C:11]([C:13]([F:16])([F:15])[F:14])[CH:12]=1)[C:7]([OH:9])=O)([O-:3])=[O:2].[NH:17]1[CH2:22][CH2:21][CH2:20][CH2:19][CH2:18]1. The catalyst class is: 828. Product: [N:17]1([C:7]([C:6]2[CH:10]=[C:11]([C:13]([F:16])([F:15])[F:14])[CH:12]=[C:4]([N+:1]([O-:3])=[O:2])[CH:5]=2)=[O:9])[CH2:22][CH2:21][CH2:20][CH2:19][CH2:18]1. (2) Reactant: [Br:1]Br.[C:3]([O:7][C:8]([N:10]1[CH2:15][CH2:14][N:13]([C:16]2[C:25]3[C:20](=[CH:21][N:22]=[CH:23][CH:24]=3)[CH:19]=[C:18]([C:26]3[CH:31]=[CH:30][N:29]=[C:28]([Cl:32])[CH:27]=3)[N:17]=2)[CH2:12][CH2:11]1)=[O:9])([CH3:6])([CH3:5])[CH3:4]. Product: [C:3]([O:7][C:8]([N:10]1[CH2:15][CH2:14][N:13]([C:16]2[C:25]3[C:20](=[CH:21][N:22]=[CH:23][CH:24]=3)[C:19]([Br:1])=[C:18]([C:26]3[CH:31]=[CH:30][N:29]=[C:28]([Cl:32])[CH:27]=3)[N:17]=2)[CH2:12][CH2:11]1)=[O:9])([CH3:6])([CH3:4])[CH3:5]. The catalyst class is: 124.